This data is from Peptide-MHC class II binding affinity with 134,281 pairs from IEDB. The task is: Regression. Given a peptide amino acid sequence and an MHC pseudo amino acid sequence, predict their binding affinity value. This is MHC class II binding data. The peptide sequence is NFVKAINAIQ. The MHC is DRB1_0401 with pseudo-sequence DRB1_0401. The binding affinity (normalized) is 0.324.